From a dataset of Reaction yield outcomes from USPTO patents with 853,638 reactions. Predict the reaction yield, written as a fraction of the theoretical maximum amount of product (1.0 means a 100% yield; for example, 0.34 means a 34% yield). The reactants are [Br:1][C:2]1[C:3]2[C:7]([CH:8]=[CH:9][CH:10]=1)=[N:6][N:5]1[C:11]([CH:16]3[CH2:21][CH2:20][N:19](C(OC(C)(C)C)=O)[CH2:18][CH2:17]3)=[CH:12][C:13](=[O:15])[NH:14][C:4]=21.[ClH:29]. The catalyst is O1CCOCC1. The product is [ClH:29].[Br:1][C:2]1[C:3]2[C:7]([CH:8]=[CH:9][CH:10]=1)=[N:6][N:5]1[C:11]([CH:16]3[CH2:21][CH2:20][NH:19][CH2:18][CH2:17]3)=[CH:12][C:13](=[O:15])[NH:14][C:4]=21. The yield is 1.00.